From a dataset of Reaction yield outcomes from USPTO patents with 853,638 reactions. Predict the reaction yield, written as a fraction of the theoretical maximum amount of product (1.0 means a 100% yield; for example, 0.34 means a 34% yield). (1) The reactants are [Br:1][C:2]1[CH:7]=[CH:6][C:5]([S:8](Cl)(=[O:10])=[O:9])=[C:4]([F:12])[CH:3]=1.C[CH2:14][N:15](CC)[CH2:16]C.CNC.C1COCC1. The catalyst is ClCCl. The product is [Br:1][C:2]1[CH:7]=[CH:6][C:5]([S:8]([N:15]([CH3:16])[CH3:14])(=[O:10])=[O:9])=[C:4]([F:12])[CH:3]=1. The yield is 0.750. (2) The reactants are [F:1][C:2]1[CH:19]=[CH:18][C:5]([O:6][C:7]2[CH:15]=[CH:14][CH:13]=[C:12]([O:16][CH3:17])[C:8]=2[C:9](O)=[O:10])=[C:4]([NH:20][C:21]([NH:23][C:24]2[S:25][CH:26]=[CH:27][N:28]=2)=[O:22])[CH:3]=1.[CH3:29][NH2:30].C1COCC1. No catalyst specified. The product is [F:1][C:2]1[CH:19]=[CH:18][C:5]([O:6][C:7]2[CH:15]=[CH:14][CH:13]=[C:12]([O:16][CH3:17])[C:8]=2[C:9]([NH:30][CH3:29])=[O:10])=[C:4]([NH:20][C:21]([NH:23][C:24]2[S:25][CH:26]=[CH:27][N:28]=2)=[O:22])[CH:3]=1. The yield is 0.720. (3) The reactants are [CH3:1][O:2][C:3]1[CH:12]=[CH:11][C:10]2[C:5](=[CH:6][CH:7]=[CH:8][CH:9]=2)[CH:4]=1.[Cl-].[Al+3].[Cl-].[Cl-].[C:17](Cl)(=[O:27])[CH2:18][CH2:19][CH2:20][CH2:21][CH2:22][CH2:23][CH2:24][CH2:25][CH3:26].O. The catalyst is [N+](C)([O-])=O. The product is [C:17]([C:8]1[CH:7]=[CH:6][C:5]2[C:10](=[CH:11][CH:12]=[C:3]([O:2][CH3:1])[CH:4]=2)[CH:9]=1)(=[O:27])[CH2:18][CH2:19][CH2:20][CH2:21][CH2:22][CH2:23][CH2:24][CH2:25][CH3:26]. The yield is 0.820. (4) The reactants are [F:1][C:2]1[NH:3][C:4]([C:12]2[CH:17]=[CH:16][CH:15]=[CH:14][CH:13]=2)=[CH:5][C:6]=1[C:7]([O:9][CH2:10][CH3:11])=[O:8].[H-].[Na+].C1OCCOCCOCCOCCOC1.[C:35]1([S:41](Cl)(=[O:43])=[O:42])[CH:40]=[CH:39][CH:38]=[CH:37][CH:36]=1. The catalyst is O1CCCC1.[Cl-].[Na+].O. The product is [F:1][C:2]1[N:3]([S:41]([C:35]2[CH:40]=[CH:39][CH:38]=[CH:37][CH:36]=2)(=[O:43])=[O:42])[C:4]([C:12]2[CH:17]=[CH:16][CH:15]=[CH:14][CH:13]=2)=[CH:5][C:6]=1[C:7]([O:9][CH2:10][CH3:11])=[O:8]. The yield is 0.810. (5) The reactants are [H-].[Na+].[C:3]([C:5]1[CH:10]=[CH:9][C:8]([OH:11])=[CH:7][CH:6]=1)#[N:4].[CH3:12][N:13]([CH3:17])[C:14](Cl)=[S:15].O. The catalyst is C1COCC1. The product is [CH3:12][N:13]([CH3:17])[C:14]([O:11][C:8]1[CH:9]=[CH:10][C:5]([C:3]#[N:4])=[CH:6][CH:7]=1)=[S:15]. The yield is 0.750. (6) The reactants are [N+:1]([C:4]1[CH:5]=[C:6]([CH:10]=[C:11]([C:13]([F:16])([F:15])[F:14])[CH:12]=1)[C:7]([OH:9])=O)([O-])=O.Cl.[CH3:18][NH:19][CH3:20].C(N(CC)C(C)C)(C)C.CN(C(ON1N=NC2C=CC=NC1=2)=[N+](C)C)C.F[P-](F)(F)(F)(F)F.[Li].[CH2:55]([O:62][C:63]([NH:65][CH2:66][C@H:67]([NH:73][C:74](=[O:79])[CH2:75][C:76]([OH:78])=O)[C@@H:68]([OH:72])[C:69]#[C:70][CH3:71])=[O:64])[C:56]1[CH:61]=[CH:60][CH:59]=[CH:58][CH:57]=1. The catalyst is C(Cl)Cl.CN(C=O)C. The product is [CH2:55]([O:62][C:63](=[O:64])[NH:65][CH2:66][C@H:67]([NH:73][C:74](=[O:79])[CH2:75][C:76](=[O:78])[NH:1][C:4]1[CH:12]=[C:11]([C:13]([F:16])([F:15])[F:14])[CH:10]=[C:6]([C:7](=[O:9])[N:19]([CH3:20])[CH3:18])[CH:5]=1)[C@@H:68]([OH:72])[C:69]#[C:70][CH3:71])[C:56]1[CH:57]=[CH:58][CH:59]=[CH:60][CH:61]=1. The yield is 0.810.